This data is from Full USPTO retrosynthesis dataset with 1.9M reactions from patents (1976-2016). The task is: Predict the reactants needed to synthesize the given product. Given the product [C:14](=[O:15])([O:16][C:17]1[CH:22]=[CH:21][C:20]([N+:23]([O-:25])=[O:24])=[CH:19][CH:18]=1)[O:5][C:3]1([CH3:8])[CH2:4][O:1][CH2:2]1, predict the reactants needed to synthesize it. The reactants are: [O:1]1[CH2:4][C:3](=[O:5])[CH2:2]1.C[Li].[CH3:8]COCC.Cl[C:14]([O:16][C:17]1[CH:22]=[CH:21][C:20]([N+:23]([O-:25])=[O:24])=[CH:19][CH:18]=1)=[O:15].